Dataset: Peptide-MHC class I binding affinity with 185,985 pairs from IEDB/IMGT. Task: Regression. Given a peptide amino acid sequence and an MHC pseudo amino acid sequence, predict their binding affinity value. This is MHC class I binding data. (1) The peptide sequence is SMYQLMITI. The MHC is HLA-B08:01 with pseudo-sequence HLA-B08:01. The binding affinity (normalized) is 0.0847. (2) The peptide sequence is NETPGIRYQY. The MHC is HLA-B18:01 with pseudo-sequence HLA-B18:01. The binding affinity (normalized) is 0.635. (3) The peptide sequence is YVLDHLIVV. The MHC is HLA-A31:01 with pseudo-sequence HLA-A31:01. The binding affinity (normalized) is 0.153. (4) The peptide sequence is LTVVSHVRSQG. The MHC is Mamu-A02 with pseudo-sequence Mamu-A02. The binding affinity (normalized) is 0.108. (5) The binding affinity (normalized) is 0.0847. The MHC is HLA-B35:01 with pseudo-sequence HLA-B35:01. The peptide sequence is AHSKAETEA. (6) The peptide sequence is MEYDAVATT. The MHC is HLA-B18:01 with pseudo-sequence HLA-B18:01. The binding affinity (normalized) is 1.00. (7) The peptide sequence is GLIPQWVTL. The MHC is HLA-B83:01 with pseudo-sequence HLA-B83:01. The binding affinity (normalized) is 0.213.